This data is from Catalyst prediction with 721,799 reactions and 888 catalyst types from USPTO. The task is: Predict which catalyst facilitates the given reaction. (1) Reactant: [Cl:1][C:2]1[CH:3]=[C:4]([N:11]([S:15]([C:18]2[CH:23]=[CH:22][C:21]([Cl:24])=[C:20]([C:25]([F:28])([F:27])[F:26])[CH:19]=2)(=[O:17])=[O:16])[CH2:12][O:13][CH3:14])[C:5]([C:8]([OH:10])=O)=[N:6][CH:7]=1.C(Cl)(=O)C(Cl)=O.C(N(CC)CC)C.[CH3:42][NH:43][C:44]1[CH:49]=[CH:48][CH:47]=[CH:46][CH:45]=1. Product: [CH3:42][N:43]([C:44]1[CH:49]=[CH:48][CH:47]=[CH:46][CH:45]=1)[C:8]([C:5]1[C:4]([N:11]([S:15]([C:18]2[CH:23]=[CH:22][C:21]([Cl:24])=[C:20]([C:25]([F:26])([F:28])[F:27])[CH:19]=2)(=[O:16])=[O:17])[CH2:12][O:13][CH3:14])=[CH:3][C:2]([Cl:1])=[CH:7][N:6]=1)=[O:10]. The catalyst class is: 2. (2) Reactant: [CH2:1]([O:3][C:4](=[O:11])[CH:5]([OH:10])[CH2:6][CH2:7][CH2:8][CH3:9])[CH3:2].[Br:12]N1C(=O)CCC1=O.CC(N=NC(C#N)(C)C)(C#N)C. Product: [CH2:1]([O:3][C:4](=[O:11])[C:5](=[O:10])[CH:6]([Br:12])[CH2:7][CH2:8][CH3:9])[CH3:2]. The catalyst class is: 53. (3) Reactant: [CH3:1][O:2][C:3]1[CH:4]=[C:5]2[C:9](=[CH:10][CH:11]=1)[NH:8][CH:7]=[C:6]2[CH:12]1[CH2:17][CH2:16][NH:15][CH2:14][CH2:13]1.C1([O:24][C:25](=O)[NH:26][CH2:27][CH:28]2[CH2:33][CH2:32][C:31]([N:40]([CH3:42])[CH3:41])([C:34]3[CH:39]=[CH:38][CH:37]=[CH:36][CH:35]=3)[CH2:30][CH2:29]2)C=CC=CC=1. Product: [CH3:41][N:40]([CH3:42])[C:31]1([C:34]2[CH:35]=[CH:36][CH:37]=[CH:38][CH:39]=2)[CH2:32][CH2:33][CH:28]([CH2:27][NH:26][C:25]([N:15]2[CH2:16][CH2:17][CH:12]([C:6]3[C:5]4[C:9](=[CH:10][CH:11]=[C:3]([O:2][CH3:1])[CH:4]=4)[NH:8][CH:7]=3)[CH2:13][CH2:14]2)=[O:24])[CH2:29][CH2:30]1. The catalyst class is: 12. (4) The catalyst class is: 11. Reactant: [C:1]([O:5][C:6]([N:8]1[CH2:13][CH2:12][CH2:11][C:10]([CH3:17])(C(O)=O)[CH2:9]1)=[O:7])([CH3:4])([CH3:3])[CH3:2].C([N:20]([CH2:23]C)CC)C.C1(P(N=[N+]=[N-])(C2C=CC=CC=2)=[O:32])C=CC=CC=1.O. Product: [C:1]([O:5][C:6]([N:8]1[CH2:13][CH2:12][CH2:11][C:10]([N:20]=[C:23]=[O:32])([CH3:17])[CH2:9]1)=[O:7])([CH3:2])([CH3:3])[CH3:4].